The task is: Predict the reaction yield, written as a fraction of the theoretical maximum amount of product (1.0 means a 100% yield; for example, 0.34 means a 34% yield).. This data is from Reaction yield outcomes from USPTO patents with 853,638 reactions. (1) The reactants are [Cl-].[Mg+2].[Cl-].Cl[C:5]1[N:10]=[CH:9][NH:8][C:7]2=[N:11][CH:12]=[CH:13][C:6]=12.[Cl-].[NH4+].[CH2:16]1COCC1. No catalyst specified. The product is [CH3:16][C:5]1[C:6]2[CH:13]=[CH:12][NH:11][C:7]=2[N:8]=[CH:9][N:10]=1. The yield is 0.690. (2) The reactants are [C:1]([O:5][C:6]([N:8]1[CH2:13][CH2:12][N:11]([C:14]2[C:15]3[CH:25]=[C:24]([CH2:26][CH3:27])[S:23][C:16]=3[N:17]=[C:18]([C:20](O)=[O:21])[N:19]=2)[CH2:10][CH2:9]1)=[O:7])([CH3:4])([CH3:3])[CH3:2].C(N1C=CN=C1)([N:30]1C=CN=C1)=O.N. The catalyst is O1CCCC1. The product is [C:1]([O:5][C:6]([N:8]1[CH2:13][CH2:12][N:11]([C:14]2[C:15]3[CH:25]=[C:24]([CH2:26][CH3:27])[S:23][C:16]=3[N:17]=[C:18]([C:20](=[O:21])[NH2:30])[N:19]=2)[CH2:10][CH2:9]1)=[O:7])([CH3:2])([CH3:4])[CH3:3]. The yield is 0.470. (3) The reactants are [S:1]1[CH:5]=[CH:4][N:3]=[C:2]1[C:6]1[CH:11]=[CH:10][N:9]2[CH:12]=[CH:13][N:14]=[C:8]2[CH:7]=1.C1C(=O)N([Br:22])C(=O)C1. The catalyst is C(O)C.ClCCl. The product is [Br:22][C:12]1[N:9]2[CH:10]=[CH:11][C:6]([C:2]3[S:1][CH:5]=[CH:4][N:3]=3)=[CH:7][C:8]2=[N:14][CH:13]=1. The yield is 0.670.